This data is from KCNQ2 potassium channel screen with 302,405 compounds. The task is: Binary Classification. Given a drug SMILES string, predict its activity (active/inactive) in a high-throughput screening assay against a specified biological target. (1) The drug is S(c1n(c2ccc(cc2)C)c(nn1)c1cccnc1)CC(=O)NCc1occc1. The result is 0 (inactive). (2) The molecule is BrC1=CC(=C\NNC(=O)Cn2nc(cc2C)C)/C(=O)C([N+]([O-])=O)=C1. The result is 1 (active). (3) The compound is S(c1n(c(nn1)CN1CCOCC1)C)CC(=O)Nc1cc(ccc1)C(F)(F)F. The result is 0 (inactive). (4) The molecule is O=C(NCCN(CC)CC)CNC(=O)c1nn(c(=O)c2c1cccc2)c1cc(OC)c(OC)cc1. The result is 0 (inactive). (5) The drug is O(Cc1cc(ccc1)C(OC)=O)C(=O)c1c(NC(=O)c2occc2)cccc1. The result is 0 (inactive).